Predict the reactants needed to synthesize the given product. From a dataset of Full USPTO retrosynthesis dataset with 1.9M reactions from patents (1976-2016). (1) Given the product [N:17]1[CH:18]=[CH:19][C:14]([C:4]2[CH:5]=[C:6]([CH:10]=[CH:11][CH:12]=2)[C:7]([OH:9])=[O:8])=[CH:15][CH:16]=1, predict the reactants needed to synthesize it. The reactants are: B([C:4]1[CH:5]=[C:6]([CH:10]=[CH:11][CH:12]=1)[C:7]([OH:9])=[O:8])(O)O.Br[C:14]1[CH:19]=[CH:18][N:17]=[CH:16][CH:15]=1.C(=O)([O-])[O-].[K+].[K+]. (2) Given the product [C:21]([C:23]1[CH:24]=[C:25]([CH:28]=[CH:29][CH:30]=1)[CH:26]=[N:1][C:2]1[C:7]2[N:8]([C:11]3[CH:16]=[CH:15][CH:14]=[CH:13][CH:12]=3)[CH:9]=[N:10][C:6]=2[CH:5]=[C:4]([C:17]([F:20])([F:19])[F:18])[CH:3]=1)#[N:22], predict the reactants needed to synthesize it. The reactants are: [NH2:1][C:2]1[C:7]2[N:8]([C:11]3[CH:16]=[CH:15][CH:14]=[CH:13][CH:12]=3)[CH:9]=[N:10][C:6]=2[CH:5]=[C:4]([C:17]([F:20])([F:19])[F:18])[CH:3]=1.[C:21]([C:23]1[CH:24]=[C:25]([CH:28]=[CH:29][CH:30]=1)[CH:26]=O)#[N:22]. (3) Given the product [CH2:17]([NH:16][C:14]([NH:13][C:6]1[N:7]=[CH:8][C:9]2[C:4]([CH:5]=1)=[CH:3][C:2]([NH:1][CH2:27][C:26]1[CH:29]=[CH:30][CH:31]=[C:24]([N:19]3[CH:23]=[N:22][CH:21]=[N:20]3)[CH:25]=1)=[CH:11][C:10]=2[CH3:12])=[O:15])[CH3:18], predict the reactants needed to synthesize it. The reactants are: [NH2:1][C:2]1[CH:3]=[C:4]2[C:9](=[C:10]([CH3:12])[CH:11]=1)[CH:8]=[N:7][C:6]([NH:13][C:14]([NH:16][CH2:17][CH3:18])=[O:15])=[CH:5]2.[N:19]1([C:24]2[CH:25]=[C:26]([CH:29]=[CH:30][CH:31]=2)[CH:27]=O)[CH:23]=[N:22][CH:21]=[N:20]1. (4) Given the product [Cl:1][C:2]1[CH:3]=[C:4]([C:8]2[C:9]3[N:10]([C:26]([CH2:29][CH3:30])=[CH:27][CH:28]=3)[N:11]=[C:12]([C:20]3[CH:21]=[CH:22][CH:23]=[CH:24][CH:25]=3)[C:13]=2[CH2:14][CH2:15][CH2:16][CH2:17][CH2:18][O:19][CH3:36])[CH:5]=[CH:6][CH:7]=1, predict the reactants needed to synthesize it. The reactants are: [Cl:1][C:2]1[CH:3]=[C:4]([C:8]2[C:9]3[N:10]([C:26]([CH2:29][CH3:30])=[CH:27][CH:28]=3)[N:11]=[C:12]([C:20]3[CH:25]=[CH:24][CH:23]=[CH:22][CH:21]=3)[C:13]=2[CH2:14][CH2:15][CH2:16][CH2:17][CH2:18][OH:19])[CH:5]=[CH:6][CH:7]=1.F[B-](F)(F)F.[CH3:36][O+](C)C.C(C1C=C(C)C=C(C(C)(C)C)N=1)(C)(C)C.